This data is from Full USPTO retrosynthesis dataset with 1.9M reactions from patents (1976-2016). The task is: Predict the reactants needed to synthesize the given product. (1) Given the product [F:1][C:2]1[CH:3]=[C:4]([C:8]2[C:16]3[C:11](=[CH:12][CH:13]=[C:14]([C:17]([O:19][CH3:20])=[O:18])[CH:15]=3)[N:10]([C:24]([C:25]3[CH:30]=[CH:29][CH:28]=[CH:27][CH:26]=3)([C:37]3[CH:38]=[CH:39][CH:40]=[CH:41][CH:42]=3)[C:31]3[CH:32]=[CH:33][CH:34]=[CH:35][CH:36]=3)[N:9]=2)[CH:5]=[CH:6][CH:7]=1, predict the reactants needed to synthesize it. The reactants are: [F:1][C:2]1[CH:3]=[C:4]([C:8]2[C:16]3[C:11](=[CH:12][CH:13]=[C:14]([C:17]([O:19][CH3:20])=[O:18])[CH:15]=3)[NH:10][N:9]=2)[CH:5]=[CH:6][CH:7]=1.[H-].[Na+].Cl[C:24]([C:37]1[CH:42]=[CH:41][CH:40]=[CH:39][CH:38]=1)([C:31]1[CH:36]=[CH:35][CH:34]=[CH:33][CH:32]=1)[C:25]1[CH:30]=[CH:29][CH:28]=[CH:27][CH:26]=1.C(=O)([O-])O.[Na+]. (2) Given the product [CH3:19][C:20]1[CH:21]=[C:22]([CH:25]=[CH:26][C:27]=1[N+:28]([O-:30])=[O:29])[CH2:23][N:6]1[CH:7]=[CH:8][CH:9]=[C:5]1[C:3](=[O:4])[C:2]([F:1])([F:10])[F:11], predict the reactants needed to synthesize it. The reactants are: [F:1][C:2]([F:11])([F:10])[C:3]([C:5]1[NH:6][CH:7]=[CH:8][CH:9]=1)=[O:4].CN(C=O)C.[H-].[Na+].[CH3:19][C:20]1[CH:21]=[C:22]([CH:25]=[CH:26][C:27]=1[N+:28]([O-:30])=[O:29])[CH2:23]Cl. (3) Given the product [CH:1]1([CH2:7][C:8]2[N:18]3[C:13]([CH:14]=[N:15][C:16]([NH:19][C:20]4[CH:25]=[CH:24][C:23]([O:26][CH3:27])=[CH:22][CH:21]=4)=[N:17]3)=[C:11]([CH3:12])[N:10]=2)[CH2:6][CH2:5][CH2:4][CH2:3][CH2:2]1, predict the reactants needed to synthesize it. The reactants are: [CH:1]1([CH2:7][C:8]([NH:10][CH:11]([C:13]2[N:18]=[N:17][C:16]([NH:19][C:20]3[CH:25]=[CH:24][C:23]([O:26][CH3:27])=[CH:22][CH:21]=3)=[N:15][CH:14]=2)[CH3:12])=O)[CH2:6][CH2:5][CH2:4][CH2:3][CH2:2]1.N1C=NC=N1.P(Cl)(Cl)(Cl)=O. (4) Given the product [Cl:1][C:2]1[C:3](=[O:30])[N:4]([C:19]2[C:24]([CH3:25])=[CH:23][N:22]=[C:21]([C:26]([OH:28])=[O:27])[CH:20]=2)[C:5]([CH3:18])=[CH:6][C:7]=1[O:8][CH2:9][C:10]1[CH:15]=[CH:14][C:13]([F:16])=[CH:12][C:11]=1[F:17], predict the reactants needed to synthesize it. The reactants are: [Cl:1][C:2]1[C:3](=[O:30])[N:4]([C:19]2[C:24]([CH3:25])=[CH:23][N:22]=[C:21]([C:26]([O:28]C)=[O:27])[CH:20]=2)[C:5]([CH3:18])=[CH:6][C:7]=1[O:8][CH2:9][C:10]1[CH:15]=[CH:14][C:13]([F:16])=[CH:12][C:11]=1[F:17].[OH-].[Na+].C(O)(=O)C. (5) Given the product [NH2:4][C:5]1[C:10]([Cl:11])=[C:9]([C:12]([O:14][CH3:15])=[O:13])[N:8]=[C:7]([S:2][CH3:1])[N:6]=1, predict the reactants needed to synthesize it. The reactants are: [CH3:1][S-:2].[Na+].[NH2:4][C:5]1[C:10]([Cl:11])=[C:9]([C:12]([O:14][CH3:15])=[O:13])[N:8]=[C:7](Cl)[N:6]=1. (6) Given the product [CH:13]1([N:10]2[CH2:9][C:8]([CH3:19])([CH3:18])[C:7](=[O:20])[N:6]([CH3:21])[C:5]3[CH:4]=[N:3][C:2]([NH:30][C@H:28]([C:22]4[CH:27]=[CH:26][CH:25]=[CH:24][CH:23]=4)[CH3:29])=[N:12][C:11]2=3)[CH2:17][CH2:16][CH2:15][CH2:14]1, predict the reactants needed to synthesize it. The reactants are: Cl[C:2]1[N:3]=[CH:4][C:5]2[N:6]([CH3:21])[C:7](=[O:20])[C:8]([CH3:19])([CH3:18])[CH2:9][N:10]([CH:13]3[CH2:17][CH2:16][CH2:15][CH2:14]3)[C:11]=2[N:12]=1.[C:22]1([C@@H:28]([NH2:30])[CH3:29])[CH:27]=[CH:26][CH:25]=[CH:24][CH:23]=1.CCN(C(C)C)C(C)C. (7) Given the product [CH3:15][O:14][C:12]([C:6]1[CH:5]=[CH:4][C:3]2[C:2]([C:16]3[S:17][C:18]([C:21]4[CH:26]=[C:25]([CH3:27])[CH:24]=[C:23]([NH:28][C:29]5[CH:34]=[C:33]([C:35]#[CH:36])[CH:32]=[CH:31][N:30]=5)[N:22]=4)=[CH:19][N:20]=3)([OH:1])[CH2:11][CH2:10][CH2:9][C:8]=2[CH:7]=1)=[O:13], predict the reactants needed to synthesize it. The reactants are: [OH:1][C:2]1([C:16]2[S:17][C:18]([C:21]3[CH:26]=[C:25]([CH3:27])[CH:24]=[C:23]([NH:28][C:29]4[CH:34]=[C:33]([C:35]#[C:36][Si](C)(C)C)[CH:32]=[CH:31][N:30]=4)[N:22]=3)=[CH:19][N:20]=2)[CH2:11][CH2:10][CH2:9][C:8]2[CH:7]=[C:6]([C:12]([O:14][CH3:15])=[O:13])[CH:5]=[CH:4][C:3]1=2.[F-].C([N+](CCCC)(CCCC)CCCC)CCC. (8) The reactants are: [CH3:1][O:2][C:3]1[CH:4]=[CH:5][C:6]([C:14](=O)[CH2:15][CH2:16][C:17]([OH:19])=O)=[C:7]2[C:12]=1[N:11]=[C:10]([CH3:13])[CH:9]=[CH:8]2.O.[NH2:22][NH2:23].O. Given the product [CH3:1][O:2][C:3]1[CH:4]=[CH:5][C:6]([C:14]2[CH2:15][CH2:16][C:17](=[O:19])[NH:22][N:23]=2)=[C:7]2[C:12]=1[N:11]=[C:10]([CH3:13])[CH:9]=[CH:8]2, predict the reactants needed to synthesize it.